The task is: Binary Classification. Given a drug SMILES string, predict its activity (active/inactive) in a high-throughput screening assay against a specified biological target.. This data is from Serine/threonine kinase 33 screen with 319,792 compounds. The compound is O(CCN1CCCC1=O)c1cc(ccc1)C(O)=O. The result is 0 (inactive).